Dataset: Reaction yield outcomes from USPTO patents with 853,638 reactions. Task: Predict the reaction yield, written as a fraction of the theoretical maximum amount of product (1.0 means a 100% yield; for example, 0.34 means a 34% yield). (1) The reactants are [Cl:1][C:2]1[CH:7]=[CH:6][CH:5]=[C:4]([Cl:8])[C:3]=1[CH2:9][OH:10].[H-].[Na+].Cl[C:14]1[N:15]=[C:16]([OH:24])[C:17]2[CH:23]=[CH:22][N:21]=[CH:20][C:18]=2[N:19]=1. The catalyst is CC(N(C)C)=O. The product is [Cl:1][C:2]1[CH:7]=[CH:6][CH:5]=[C:4]([Cl:8])[C:3]=1[CH2:9][O:10][C:14]1[N:15]=[C:16]([OH:24])[C:17]2[CH:23]=[CH:22][N:21]=[CH:20][C:18]=2[N:19]=1. The yield is 0.530. (2) The reactants are [CH3:1][O:2][C:3]1[CH:23]=[CH:22][C:6](/[CH:7]=[N:8]/[CH:9]([C:16]2[CH:21]=[CH:20][CH:19]=[CH:18][CH:17]=2)[C:10]2[CH:15]=[CH:14][CH:13]=[CH:12][CH:11]=2)=[CH:5][CH:4]=1.C1C=C(Cl)C=C(C(OO)=[O:32])C=1. The catalyst is ClCCl. The product is [CH:9]([N:8]1[CH:7]([C:6]2[CH:22]=[CH:23][C:3]([O:2][CH3:1])=[CH:4][CH:5]=2)[O:32]1)([C:16]1[CH:17]=[CH:18][CH:19]=[CH:20][CH:21]=1)[C:10]1[CH:15]=[CH:14][CH:13]=[CH:12][CH:11]=1. The yield is 0.920. (3) The reactants are Cl.N1C=CC=CC=1.C[O:9][C:10]1[CH:17]=[C:16]([N+:18]([O-:20])=[O:19])[CH:15]=[CH:14][C:11]=1[C:12]#[N:13].O. The catalyst is CCOC(C)=O. The product is [OH:9][C:10]1[CH:17]=[C:16]([N+:18]([O-:20])=[O:19])[CH:15]=[CH:14][C:11]=1[C:12]#[N:13]. The yield is 0.950. (4) The reactants are [C:1]([O:5][C:6]1[N:11]=[C:10]([O:12][C:13]([CH3:16])([CH3:15])[CH3:14])[C:9](B(O)O)=[CH:8][N:7]=1)([CH3:4])([CH3:3])[CH3:2].C(=O)([O-])[O-].[Na+].[Na+].Cl[C:27]1[C:28]2[CH:35]=[CH:34][NH:33][C:29]=2[N:30]=[CH:31][N:32]=1. The catalyst is COCCOC.O.[Pd].C1(P(C2C=CC=CC=2)C2C=CC=CC=2)C=CC=CC=1.C1(P(C2C=CC=CC=2)C2C=CC=CC=2)C=CC=CC=1.C1(P(C2C=CC=CC=2)C2C=CC=CC=2)C=CC=CC=1.C1(P(C2C=CC=CC=2)C2C=CC=CC=2)C=CC=CC=1. The product is [C:1]([O:5][C:6]1[N:11]=[C:10]([O:12][C:13]([CH3:16])([CH3:15])[CH3:14])[C:9]([C:27]2[C:28]3[CH:35]=[CH:34][NH:33][C:29]=3[N:30]=[CH:31][N:32]=2)=[CH:8][N:7]=1)([CH3:4])([CH3:3])[CH3:2]. The yield is 0.720.